From a dataset of Catalyst prediction with 721,799 reactions and 888 catalyst types from USPTO. Predict which catalyst facilitates the given reaction. (1) Reactant: [C:1]([C:3]([C:6]1[CH:7]=[C:8]([CH:39]=[CH:40][CH:41]=1)[C:9]([NH:11][C:12]1[CH:13]=[CH:14][C:15]([CH3:38])=[C:16]([NH:18][C:19]([C:21]2[C:22]([NH:27][CH2:28][CH2:29][NH:30]C(=O)OC(C)(C)C)=[N:23][CH:24]=[CH:25][N:26]=2)=[O:20])[CH:17]=1)=[O:10])([CH3:5])[CH3:4])#[N:2].Cl. Product: [NH2:30][CH2:29][CH2:28][NH:27][C:22]1[C:21]([C:19]([NH:18][C:16]2[CH:17]=[C:12]([NH:11][C:9](=[O:10])[C:8]3[CH:39]=[CH:40][CH:41]=[C:6]([C:3]([C:1]#[N:2])([CH3:4])[CH3:5])[CH:7]=3)[CH:13]=[CH:14][C:15]=2[CH3:38])=[O:20])=[N:26][CH:25]=[CH:24][N:23]=1. The catalyst class is: 71. (2) Reactant: [F:1][C:2]1[CH:3]=[CH:4][C:5]([CH3:9])=[C:6]([CH:8]=1)[NH2:7].[I:10]I.C(N)(N)=O.OO.S(S([O-])=O)([O-])=O.[Na+].[Na+]. Product: [F:1][C:2]1[C:3]([I:10])=[CH:4][C:5]([CH3:9])=[C:6]([CH:8]=1)[NH2:7]. The catalyst class is: 13. (3) Reactant: [CH3:1][C:2]1([CH2:15][OH:16])[CH2:11][CH2:10][C:9]2[C:4](=[C:5]([CH3:14])[CH:6]=[C:7](O)[C:8]=2[CH3:12])[O:3]1.[C:17]([OH:25])(=[O:24])[C:18]1[CH:23]=[CH:22][CH:21]=[CH:20][CH:19]=1.CC1C(C)=C(O)C=C[C:28]=1[OH:29].C(OC)(=O)C(C)=C.C=O.C(NCCCC)CCC.[H-].[Al+3].[Li+].[H-].[H-].[H-]. Product: [CH3:28][O:29][C:15]([C:2]1([CH3:1])[CH2:11][CH2:10][C:9]2[C:4](=[C:5]([CH3:14])[CH:6]=[C:7]([O:24][C:17](=[O:25])[C:18]3[CH:23]=[CH:22][CH:21]=[CH:20][CH:19]=3)[C:8]=2[CH3:12])[O:3]1)=[O:16]. The catalyst class is: 506. (4) Reactant: [F:1][C:2]([F:12])([F:11])[C:3]1[CH:4]=[C:5]([CH:8]=[CH:9][CH:10]=1)[CH2:6][NH2:7].CC1(C)[O:19][C:18](=O)[CH:17]=[C:16]([CH3:21])[O:15]1. Product: [O:15]=[C:16]([CH3:21])[CH2:17][C:18]([NH:7][CH2:6][C:5]1[CH:8]=[CH:9][CH:10]=[C:3]([C:2]([F:11])([F:12])[F:1])[CH:4]=1)=[O:19]. The catalyst class is: 25.